The task is: Regression. Given two drug SMILES strings and cell line genomic features, predict the synergy score measuring deviation from expected non-interaction effect.. This data is from NCI-60 drug combinations with 297,098 pairs across 59 cell lines. (1) Drug 1: CC1=C2C(C(=O)C3(C(CC4C(C3C(C(C2(C)C)(CC1OC(=O)C(C(C5=CC=CC=C5)NC(=O)C6=CC=CC=C6)O)O)OC(=O)C7=CC=CC=C7)(CO4)OC(=O)C)O)C)OC(=O)C. Drug 2: C1=NNC2=C1C(=O)NC=N2. Cell line: NCI-H460. Synergy scores: CSS=32.6, Synergy_ZIP=-5.82, Synergy_Bliss=-12.9, Synergy_Loewe=-44.9, Synergy_HSA=-13.3. (2) Drug 1: CC1C(C(CC(O1)OC2CC(OC(C2O)C)OC3=CC4=CC5=C(C(=O)C(C(C5)C(C(=O)C(C(C)O)O)OC)OC6CC(C(C(O6)C)O)OC7CC(C(C(O7)C)O)OC8CC(C(C(O8)C)O)(C)O)C(=C4C(=C3C)O)O)O)O. Drug 2: C1C(C(OC1N2C=NC(=NC2=O)N)CO)O. Cell line: COLO 205. Synergy scores: CSS=46.6, Synergy_ZIP=0.917, Synergy_Bliss=0.0550, Synergy_Loewe=-5.23, Synergy_HSA=-0.550. (3) Drug 1: C1CC(C1)(C(=O)O)C(=O)O.[NH2-].[NH2-].[Pt+2]. Drug 2: CCN(CC)CCCC(C)NC1=C2C=C(C=CC2=NC3=C1C=CC(=C3)Cl)OC. Cell line: A498. Synergy scores: CSS=16.9, Synergy_ZIP=-1.37, Synergy_Bliss=-1.80, Synergy_Loewe=-19.5, Synergy_HSA=-4.65. (4) Drug 1: CC1=C(C(CCC1)(C)C)C=CC(=CC=CC(=CC(=O)O)C)C. Drug 2: C(=O)(N)NO. Cell line: PC-3. Synergy scores: CSS=-2.18, Synergy_ZIP=-1.94, Synergy_Bliss=-6.54, Synergy_Loewe=-5.69, Synergy_HSA=-5.40. (5) Drug 1: CC12CCC3C(C1CCC2=O)CC(=C)C4=CC(=O)C=CC34C. Drug 2: CC(C)NC(=O)C1=CC=C(C=C1)CNNC.Cl. Cell line: CCRF-CEM. Synergy scores: CSS=32.9, Synergy_ZIP=3.29, Synergy_Bliss=10.4, Synergy_Loewe=2.93, Synergy_HSA=4.66. (6) Drug 1: C(=O)(N)NO. Drug 2: CCN(CC)CCCC(C)NC1=C2C=C(C=CC2=NC3=C1C=CC(=C3)Cl)OC. Cell line: LOX IMVI. Synergy scores: CSS=15.4, Synergy_ZIP=-1.25, Synergy_Bliss=-0.684, Synergy_Loewe=-8.53, Synergy_HSA=1.24. (7) Drug 1: CN1CCC(CC1)COC2=C(C=C3C(=C2)N=CN=C3NC4=C(C=C(C=C4)Br)F)OC. Drug 2: CC12CCC(CC1=CCC3C2CCC4(C3CC=C4C5=CN=CC=C5)C)O. Cell line: COLO 205. Synergy scores: CSS=-0.176, Synergy_ZIP=5.31, Synergy_Bliss=10.1, Synergy_Loewe=0.114, Synergy_HSA=1.16.